From a dataset of Full USPTO retrosynthesis dataset with 1.9M reactions from patents (1976-2016). Predict the reactants needed to synthesize the given product. (1) Given the product [Br:9][C:10]1[C:11]2[CH:12]3[CH2:4][CH:13]3[C:14](=[O:29])[N:15]([CH2:20][C:21]3[CH:22]=[CH:23][C:24]([O:27][CH3:28])=[CH:25][CH:26]=3)[C:16]=2[CH:17]=[CH:18][CH:19]=1, predict the reactants needed to synthesize it. The reactants are: [H-].[Na+].[I-].[CH3:4][S+](C)(C)=O.[Br:9][C:10]1[CH:19]=[CH:18][CH:17]=[C:16]2[C:11]=1[CH:12]=[CH:13][C:14](=[O:29])[N:15]2[CH2:20][C:21]1[CH:26]=[CH:25][C:24]([O:27][CH3:28])=[CH:23][CH:22]=1. (2) Given the product [CH3:39][C:23]1[C:22]([CH2:21][O:19][C:6]2[CH:7]=[CH:8][C:9]([CH2:10][CH2:11][CH2:12][CH2:13][N:14]3[CH:18]=[CH:17][N:16]=[N:15]3)=[C:4]([CH3:3])[CH:5]=2)=[CH:27][CH:26]=[C:25]([C:28]2[CH:29]=[CH:30][C:31]([O:34][C:35]([F:37])([F:38])[F:36])=[CH:32][CH:33]=2)[N:24]=1, predict the reactants needed to synthesize it. The reactants are: [H-].[Na+].[CH3:3][C:4]1[CH:5]=[C:6]([OH:19])[CH:7]=[CH:8][C:9]=1[CH2:10][CH2:11][CH2:12][CH2:13][N:14]1[CH:18]=[CH:17][N:16]=[N:15]1.Cl[CH2:21][C:22]1[C:23]([CH3:39])=[N:24][C:25]([C:28]2[CH:33]=[CH:32][C:31]([O:34][C:35]([F:38])([F:37])[F:36])=[CH:30][CH:29]=2)=[CH:26][CH:27]=1.O.